This data is from Full USPTO retrosynthesis dataset with 1.9M reactions from patents (1976-2016). The task is: Predict the reactants needed to synthesize the given product. (1) Given the product [F:23][C:24]1[CH:29]=[CH:28][C:27]([N:30]2[C:9]([C:10]3[CH:20]=[CH:19][C:13]4[O:14][CH2:15][C:16](=[O:18])[NH:17][C:12]=4[CH:11]=3)=[CH:8][C:2]([C:3]([O:5][CH2:6][CH3:7])=[O:4])=[N:31]2)=[CH:26][CH:25]=1, predict the reactants needed to synthesize it. The reactants are: O=[C:2]([CH2:8][C:9](=O)[C:10]1[CH:20]=[CH:19][C:13]2[O:14][CH2:15][C:16](=[O:18])[NH:17][C:12]=2[CH:11]=1)[C:3]([O:5][CH2:6][CH3:7])=[O:4].Cl.[F:23][C:24]1[CH:29]=[CH:28][C:27]([NH:30][NH2:31])=[CH:26][CH:25]=1. (2) The reactants are: [C:1]1([CH:8]=[CH:7][CH:6]=[C:4]([OH:5])[CH:3]=1)[OH:2].[CH2:9]=[O:10]. Given the product [C:1]1([CH:8]=[CH:7][CH:6]=[C:4]([OH:5])[CH:3]=1)[OH:2].[CH2:9]=[O:10], predict the reactants needed to synthesize it. (3) Given the product [CH3:28][O:26][C@H:20]1[CH2:19][C@@:17]2([CH3:18])[C@@H:13]([CH2:14][CH2:15][C:16]2=[CH2:27])[C@H:12]2[C@H:21]1[C@:22]1([CH3:25])[C@@H:9]([CH2:10][CH2:11]2)[CH2:8][C@H:7]([O:6][CH2:5][O:4][CH3:3])[CH2:24][CH2:23]1, predict the reactants needed to synthesize it. The reactants are: [H-].[Na+].[CH3:3][O:4][CH2:5][O:6][C@@H:7]1[CH2:24][CH2:23][C@@:22]2([CH3:25])[C@@H:9]([CH2:10][CH2:11][C@@H:12]3[C@@H:21]2[C@@H:20]([OH:26])[CH2:19][C@@:17]2([CH3:18])[C@H:13]3[CH2:14][CH2:15][C:16]2=[CH2:27])[CH2:8]1.[CH2:28]1COCC1.